This data is from Full USPTO retrosynthesis dataset with 1.9M reactions from patents (1976-2016). The task is: Predict the reactants needed to synthesize the given product. (1) Given the product [OH-:42].[NH4+:13].[Cl:36][C:37]1[CH:45]=[CH:44][C:40]([C:41]([N:13]2[CH2:12][CH2:11][C:10]([C:6]3[CH:7]=[CH:8][CH:9]=[C:4]([Cl:3])[CH:5]=3)([CH2:16][CH2:17][N:18]3[C@H:19]4[CH2:25][CH2:24][C@@H:23]3[CH2:22][CH:21]([N:26]3[C:30]5[CH:31]=[CH:32][CH:33]=[CH:34][C:29]=5[N:28]=[C:27]3[CH3:35])[CH2:20]4)[CH2:15][CH2:14]2)=[O:43])=[CH:39][C:38]=1[S:46]([NH2:47])(=[O:49])=[O:48], predict the reactants needed to synthesize it. The reactants are: Cl.Cl.[Cl:3][C:4]1[CH:5]=[C:6]([C:10]2([CH2:16][CH2:17][N:18]3[C@H:23]4[CH2:24][CH2:25][C@@H:19]3[CH2:20][CH:21]([N:26]3[C:30]5[CH:31]=[CH:32][CH:33]=[CH:34][C:29]=5[N:28]=[C:27]3[CH3:35])[CH2:22]4)[CH2:15][CH2:14][NH:13][CH2:12][CH2:11]2)[CH:7]=[CH:8][CH:9]=1.[Cl:36][C:37]1[CH:45]=[CH:44][C:40]([C:41]([OH:43])=[O:42])=[CH:39][C:38]=1[S:46](=[O:49])(=[O:48])[NH2:47].C(N(CC)CC)C.F[P-](F)(F)(F)(F)F.N1(OC(N(C)C)=[N+](C)C)C2N=CC=CC=2N=N1. (2) The reactants are: [I-].C[S+](C)(C)=O.[H-].[Na+].[CH2:9]([N:16]1[CH:21]2[CH2:22][CH2:23][CH:17]1[CH2:18][C:19](=[O:24])[CH2:20]2)[C:10]1[CH:15]=[CH:14][CH:13]=[CH:12][CH:11]=1.[C:25](OCC)(=O)C. Given the product [CH2:9]([N:16]1[CH:17]2[CH2:23][CH2:22][CH:21]1[CH2:20][C:19]1([CH2:18]2)[CH2:25][O:24]1)[C:10]1[CH:11]=[CH:12][CH:13]=[CH:14][CH:15]=1, predict the reactants needed to synthesize it.